This data is from Reaction yield outcomes from USPTO patents with 853,638 reactions. The task is: Predict the reaction yield, written as a fraction of the theoretical maximum amount of product (1.0 means a 100% yield; for example, 0.34 means a 34% yield). (1) The reactants are [ClH:1].[CH2:2]1[O:10][C:9]2[CH:8]=[CH:7][C:6]([CH3:11])=[CH:5][C:4]=2[O:3]1.[CH2:12]=O. The catalyst is C(OCC)C. The product is [CH2:2]1[O:10][C:9]2[CH:8]=[C:7]([CH3:12])[C:6]([CH2:11][Cl:1])=[CH:5][C:4]=2[O:3]1. The yield is 0.630. (2) The reactants are Br[C:2]1[CH:7]=[CH:6][C:5]([O:8][CH3:9])=[C:4]([N+:10]([O-])=O)[CH:3]=1.[N:13]1([CH:19]2[CH2:24][CH2:23][NH:22][CH2:21][CH2:20]2)[CH2:18][CH2:17][CH2:16][CH2:15][CH2:14]1.C(=O)([O-])[O-].[Cs+].[Cs+].C(P(C1C=CC=CC=1C1C=CC=CC=1)C(C)(C)C)(C)(C)C. The catalyst is O1CCOCC1.C([O-])(=O)C.[Pd+2].C([O-])(=O)C. The product is [N:13]1([CH:19]2[CH2:24][CH2:23][N:22]([C:2]3[CH:7]=[CH:6][C:5]([O:8][CH3:9])=[C:4]([CH:3]=3)[NH2:10])[CH2:21][CH2:20]2)[CH2:18][CH2:17][CH2:16][CH2:15][CH2:14]1. The yield is 0.260. (3) The reactants are FC(F)(F)S(O[C:7]1[C:12]([C:13](=[O:15])[CH3:14])=[CH:11][C:10]([Cl:16])=[C:9]([CH3:17])[C:8]=1[C:18]#[N:19])(=O)=O.[F:22][C:23]1[CH:24]=[C:25](B(O)O)[CH:26]=[C:27]([F:29])[CH:28]=1.N#N. The catalyst is C1(C)C=CC=CC=1.C(=O)(O)[O-].[Na+].O.C1C=CC([P]([Pd]([P](C2C=CC=CC=2)(C2C=CC=CC=2)C2C=CC=CC=2)([P](C2C=CC=CC=2)(C2C=CC=CC=2)C2C=CC=CC=2)[P](C2C=CC=CC=2)(C2C=CC=CC=2)C2C=CC=CC=2)(C2C=CC=CC=2)C2C=CC=CC=2)=CC=1. The product is [C:13]([C:12]1[CH:11]=[C:10]([Cl:16])[C:9]([CH3:17])=[C:8]([C:18]#[N:19])[C:7]=1[C:25]1[CH:24]=[C:23]([F:22])[CH:28]=[C:27]([F:29])[CH:26]=1)(=[O:15])[CH3:14]. The yield is 0.480. (4) The reactants are [OH:1][C:2]1[CH:7]=[CH:6][C:5]([N:8]2[C:13](=[O:14])[C:12]([CH2:15][C:16]3[CH:21]=[CH:20][C:19]([C:22]4[C:23]([C:28]#[N:29])=[CH:24][CH:25]=[CH:26][CH:27]=4)=[CH:18][CH:17]=3)=[C:11]([CH2:30][CH2:31][CH3:32])[N:10]=[C:9]2[CH3:33])=[CH:4][CH:3]=1.O[CH:35]1[CH2:40][CH2:39][C:38](=[O:41])[CH:37]([CH3:42])[CH2:36]1.C1(P(C2C=CC=CC=2)C2C=CC=CC=2)C=CC=CC=1.[N:63]([C:64]([O:66]C(C)C)=[O:65])=[N:63][C:64]([O:66]C(C)C)=[O:65]. The catalyst is O1CCCC1.O.C(OCC)(=O)C. The product is [OH:41][CH:38]1[CH2:39][CH2:40][CH:35]([O:1][C:2]2[CH:3]=[CH:4][C:5]([N:8]3[C:13](=[O:14])[C:12]([CH2:15][C:16]4[CH:21]=[CH:20][C:19]([C:22]5[CH:27]=[CH:26][CH:25]=[CH:24][C:23]=5[C:28]5[NH:63][C:64](=[O:65])[O:66][N:29]=5)=[CH:18][CH:17]=4)=[C:11]([CH2:30][CH2:31][CH3:32])[N:10]=[C:9]3[CH3:33])=[CH:6][CH:7]=2)[CH2:36][CH:37]1[CH3:42]. The yield is 0.330. (5) The reactants are C[O:2][C:3](=[O:32])[C:4]1[CH:9]=[CH:8][C:7]([NH:10][C@@H:11]([C:16]2[CH:21]=[CH:20][C:19]([C:22]3[CH:27]=[CH:26][C:25]([C:28]([F:31])([F:30])[F:29])=[CH:24][CH:23]=3)=[CH:18][CH:17]=2)[CH2:12][CH:13]([CH3:15])[CH3:14])=[N:6][CH:5]=1.CO.[OH-].[Na+]. The catalyst is O1CCCC1. The product is [CH3:14][CH:13]([CH3:15])[CH2:12][C@@H:11]([NH:10][C:7]1[CH:8]=[CH:9][C:4]([C:3]([OH:32])=[O:2])=[CH:5][N:6]=1)[C:16]1[CH:17]=[CH:18][C:19]([C:22]2[CH:23]=[CH:24][C:25]([C:28]([F:31])([F:30])[F:29])=[CH:26][CH:27]=2)=[CH:20][CH:21]=1. The yield is 0.900. (6) The reactants are C([O:9][C@@H:10]1[C@@H:38]([O:39]C(=O)C2C=CC=CC=2)[CH2:37][C@@H:36]([CH2:48][O:49]C(=O)C2C=CC=CC=2)[O:35][C@H:11]1[O:12][C:13]1[CH:18]=[C:17]([CH2:19][O:20][CH:21]2[CH2:25][CH2:24][CH2:23][O:22]2)[CH:16]=[CH:15][C:14]=1[CH2:26][C:27]1[CH:32]=[CH:31][C:30]([CH2:33][CH3:34])=[CH:29][CH:28]=1)(=O)C1C=CC=CC=1.[OH-].[Na+].C(OCC)(=O)C. The catalyst is CO.O1CCOCC1. The product is [O:12]([C:13]1[CH:18]=[C:17]([CH2:19][O:20][CH:21]2[CH2:25][CH2:24][CH2:23][O:22]2)[CH:16]=[CH:15][C:14]=1[CH2:26][C:27]1[CH:28]=[CH:29][C:30]([CH2:33][CH3:34])=[CH:31][CH:32]=1)[C@@H:11]1[O:35][C@H:36]([CH2:48][OH:49])[CH2:37][C@H:38]([OH:39])[C@H:10]1[OH:9]. The yield is 0.974.